From a dataset of Forward reaction prediction with 1.9M reactions from USPTO patents (1976-2016). Predict the product of the given reaction. Given the reactants [N:1]1[CH:6]=[CH:5][C:4]([C:7]2[CH:16]=[CH:15][C:10]([C:11]([O:13]C)=[O:12])=[CH:9][CH:8]=2)=[CH:3][CH:2]=1.[OH-].[Li+], predict the reaction product. The product is: [N:1]1[CH:6]=[CH:5][C:4]([C:7]2[CH:16]=[CH:15][C:10]([C:11]([OH:13])=[O:12])=[CH:9][CH:8]=2)=[CH:3][CH:2]=1.